From a dataset of NCI-60 drug combinations with 297,098 pairs across 59 cell lines. Regression. Given two drug SMILES strings and cell line genomic features, predict the synergy score measuring deviation from expected non-interaction effect. (1) Drug 1: C1=C(C(=O)NC(=O)N1)F. Drug 2: CCCCC(=O)OCC(=O)C1(CC(C2=C(C1)C(=C3C(=C2O)C(=O)C4=C(C3=O)C=CC=C4OC)O)OC5CC(C(C(O5)C)O)NC(=O)C(F)(F)F)O. Cell line: MALME-3M. Synergy scores: CSS=32.2, Synergy_ZIP=2.37, Synergy_Bliss=2.30, Synergy_Loewe=2.17, Synergy_HSA=2.23. (2) Drug 1: C#CCC(CC1=CN=C2C(=N1)C(=NC(=N2)N)N)C3=CC=C(C=C3)C(=O)NC(CCC(=O)O)C(=O)O. Drug 2: CCN(CC)CCCC(C)NC1=C2C=C(C=CC2=NC3=C1C=CC(=C3)Cl)OC. Cell line: RXF 393. Synergy scores: CSS=23.5, Synergy_ZIP=-11.8, Synergy_Bliss=-5.40, Synergy_Loewe=-3.60, Synergy_HSA=-3.13. (3) Drug 1: CCCCC(=O)OCC(=O)C1(CC(C2=C(C1)C(=C3C(=C2O)C(=O)C4=C(C3=O)C=CC=C4OC)O)OC5CC(C(C(O5)C)O)NC(=O)C(F)(F)F)O. Drug 2: CN1C2=C(C=C(C=C2)N(CCCl)CCCl)N=C1CCCC(=O)O.Cl. Cell line: KM12. Synergy scores: CSS=42.7, Synergy_ZIP=-2.49, Synergy_Bliss=-5.73, Synergy_Loewe=-15.7, Synergy_HSA=-5.27. (4) Drug 1: CC1=C(C=C(C=C1)NC2=NC=CC(=N2)N(C)C3=CC4=NN(C(=C4C=C3)C)C)S(=O)(=O)N.Cl. Drug 2: C1C(C(OC1N2C=NC3=C2NC=NCC3O)CO)O. Cell line: MCF7. Synergy scores: CSS=3.60, Synergy_ZIP=4.32, Synergy_Bliss=9.77, Synergy_Loewe=5.96, Synergy_HSA=6.92. (5) Drug 1: CC(C1=C(C=CC(=C1Cl)F)Cl)OC2=C(N=CC(=C2)C3=CN(N=C3)C4CCNCC4)N. Drug 2: N.N.Cl[Pt+2]Cl. Cell line: OVCAR3. Synergy scores: CSS=-0.851, Synergy_ZIP=2.57, Synergy_Bliss=2.56, Synergy_Loewe=1.16, Synergy_HSA=-1.31. (6) Drug 1: C1C(C(OC1N2C=C(C(=O)NC2=O)F)CO)O. Drug 2: C1CNP(=O)(OC1)N(CCCl)CCCl. Cell line: HCC-2998. Synergy scores: CSS=43.3, Synergy_ZIP=0.698, Synergy_Bliss=0.0825, Synergy_Loewe=-17.4, Synergy_HSA=0.450. (7) Drug 1: CNC(=O)C1=CC=CC=C1SC2=CC3=C(C=C2)C(=NN3)C=CC4=CC=CC=N4. Drug 2: CS(=O)(=O)OCCCCOS(=O)(=O)C. Cell line: SF-295. Synergy scores: CSS=16.1, Synergy_ZIP=-5.11, Synergy_Bliss=-2.79, Synergy_Loewe=-2.85, Synergy_HSA=-0.746. (8) Drug 1: CC(CN1CC(=O)NC(=O)C1)N2CC(=O)NC(=O)C2. Drug 2: C1CN(P(=O)(OC1)NCCCl)CCCl. Cell line: SF-539. Synergy scores: CSS=19.5, Synergy_ZIP=-2.36, Synergy_Bliss=4.67, Synergy_Loewe=-2.62, Synergy_HSA=3.90.